Task: Predict the reactants needed to synthesize the given product.. Dataset: Full USPTO retrosynthesis dataset with 1.9M reactions from patents (1976-2016) (1) Given the product [C:43]1([C:49]2[N:50]=[C:51]([C:54]3([CH2:60][NH:61][C:13](=[O:15])[C:12]4[CH:16]=[C:8]([C:5]5[N:4]=[C:3]([C:2]([F:1])([F:18])[F:17])[O:7][N:6]=5)[CH:9]=[N:10][CH:11]=4)[CH2:55][CH2:56][O:57][CH2:58][CH2:59]3)[S:52][CH:53]=2)[CH:44]=[CH:45][CH:46]=[CH:47][CH:48]=1, predict the reactants needed to synthesize it. The reactants are: [F:1][C:2]([F:18])([F:17])[C:3]1[O:7][N:6]=[C:5]([C:8]2[CH:9]=[N:10][CH:11]=[C:12]([CH:16]=2)[C:13]([OH:15])=O)[N:4]=1.CN(C(ON1N=NC2C=CC=NC1=2)=[N+](C)C)C.F[P-](F)(F)(F)(F)F.[C:43]1([C:49]2[N:50]=[C:51]([C:54]3([CH2:60][NH2:61])[CH2:59][CH2:58][O:57][CH2:56][CH2:55]3)[S:52][CH:53]=2)[CH:48]=[CH:47][CH:46]=[CH:45][CH:44]=1.CN1CCOCC1. (2) Given the product [NH2:37][C:33]1[CH:34]=[C:35]2[C:30](=[CH:31][CH:32]=1)[CH2:29][N:28]([C:26]([C:10]1[CH:11]=[C:12]([CH:23]([CH3:25])[CH3:24])[C:13]([O:15][CH2:16][C:17]3[CH:18]=[CH:19][CH:20]=[CH:21][CH:22]=3)=[CH:14][C:9]=1[O:8][CH2:1][C:2]1[CH:7]=[CH:6][CH:5]=[CH:4][CH:3]=1)=[O:27])[CH2:36]2, predict the reactants needed to synthesize it. The reactants are: [CH2:1]([O:8][C:9]1[CH:14]=[C:13]([O:15][CH2:16][C:17]2[CH:22]=[CH:21][CH:20]=[CH:19][CH:18]=2)[C:12]([CH:23]([CH3:25])[CH3:24])=[CH:11][C:10]=1[C:26]([N:28]1[CH2:36][C:35]2[C:30](=[CH:31][CH:32]=[C:33]([N+:37]([O-])=O)[CH:34]=2)[CH2:29]1)=[O:27])[C:2]1[CH:7]=[CH:6][CH:5]=[CH:4][CH:3]=1.[Sn].O.O.[Cl-]. (3) Given the product [Cl:22][C:6]1[C:5]2[C:10](=[CH:11][CH:12]=[C:3]([O:2][CH3:1])[CH:4]=2)[N:9]=[C:8]([CH3:13])[C:7]=1[C:14]([O:16][CH3:17])=[O:15], predict the reactants needed to synthesize it. The reactants are: [CH3:1][O:2][C:3]1[CH:4]=[C:5]2[C:10](=[CH:11][CH:12]=1)[NH:9][C:8]([CH3:13])=[C:7]([C:14]([O:16][CH3:17])=[O:15])[C:6]2=O.N.O=P(Cl)(Cl)[Cl:22]. (4) Given the product [C:52]([NH:1][CH2:2][C:3]([O:5][C:6]1[CH:7]=[C:8]2[C:24](=[CH:25][CH:26]=1)[C:23]1[CH2:22][CH2:21][N:20]3[C@H:11]([CH2:12][C@H:13]4[C@@H:18]([CH2:19]3)[CH2:17][C@@H:16]([O:27][C:28]([C:30]3[CH:35]=[C:34]([O:36][CH3:37])[C:33]([O:38][C:39]([O:41][CH2:42][CH3:43])=[O:40])=[C:32]([O:44][CH3:45])[CH:31]=3)=[O:29])[C@H:15]([O:46][CH3:47])[C@H:14]4[C:48]([O:50][CH3:51])=[O:49])[C:10]=1[NH:9]2)=[O:4])(=[O:54])[CH3:53], predict the reactants needed to synthesize it. The reactants are: [NH2:1][CH2:2][C:3]([O:5][C:6]1[CH:7]=[C:8]2[C:24](=[CH:25][CH:26]=1)[C:23]1[CH2:22][CH2:21][N:20]3[C@H:11]([CH2:12][C@H:13]4[C@@H:18]([CH2:19]3)[CH2:17][C@@H:16]([O:27][C:28]([C:30]3[CH:35]=[C:34]([O:36][CH3:37])[C:33]([O:38][C:39]([O:41][CH2:42][CH3:43])=[O:40])=[C:32]([O:44][CH3:45])[CH:31]=3)=[O:29])[C@H:15]([O:46][CH3:47])[C@H:14]4[C:48]([O:50][CH3:51])=[O:49])[C:10]=1[NH:9]2)=[O:4].[C:52](OC(=O)C)(=[O:54])[CH3:53].